From a dataset of Forward reaction prediction with 1.9M reactions from USPTO patents (1976-2016). Predict the product of the given reaction. Given the reactants [CH3:1][C:2]1([CH3:9])[CH:7]2[CH:3]1[CH2:4][O:5][C:6]2=[O:8].OC[C@H]1[C@H](C(O)=O)C1(C)C, predict the reaction product. The product is: [CH3:1][C:2]1([CH3:9])[C@H:7]2[C@@H:3]1[CH2:4][O:5][C:6]2=[O:8].